This data is from Reaction yield outcomes from USPTO patents with 853,638 reactions. The task is: Predict the reaction yield, written as a fraction of the theoretical maximum amount of product (1.0 means a 100% yield; for example, 0.34 means a 34% yield). (1) The reactants are [NH2:1][C:2]1[C:3]([NH:13][CH2:14][CH2:15][CH2:16][OH:17])=[C:4]([CH:9]=[CH:10][C:11]=1[Cl:12])[C:5]([O:7][CH3:8])=[O:6].[N:18]([C:21]1[C:22]([C:29]([F:32])([F:31])[F:30])=[N:23][C:24]([O:27][CH3:28])=[CH:25][CH:26]=1)=[C:19]=[S:20]. The catalyst is O1CCCC1. The product is [Cl:12][C:11]1[CH:10]=[CH:9][C:4]([C:5]([O:7][CH3:8])=[O:6])=[C:3]([NH:13][CH2:14][CH2:15][CH2:16][OH:17])[C:2]=1[NH:1][C:19](=[S:20])[NH:18][C:21]1[C:22]([C:29]([F:32])([F:30])[F:31])=[N:23][C:24]([O:27][CH3:28])=[CH:25][CH:26]=1. The yield is 0.970. (2) The yield is 0.550. The product is [C:19]1([S:25][CH2:26][C:27]2[O:16][N:15]=[C:13]([CH2:12][N:3]3[C:2](=[O:1])[C:10]4[C:5](=[CH:6][CH:7]=[CH:8][CH:9]=4)[C:4]3=[O:11])[N:14]=2)[CH:24]=[CH:23][CH:22]=[CH:21][CH:20]=1. The reactants are [O:1]=[C:2]1[C:10]2[C:5](=[CH:6][CH:7]=[CH:8][CH:9]=2)[C:4](=[O:11])[N:3]1[CH2:12][C:13]([NH:15][OH:16])=[NH:14].[O-2].[Mg+2].[C:19]1([S:25][CH2:26][C:27](Cl)=O)[CH:24]=[CH:23][CH:22]=[CH:21][CH:20]=1. The catalyst is CN(C=O)C. (3) The reactants are [CH3:1][O:2][C:3]([N:5]1[CH2:10][CH2:9][CH:8]([CH2:11][OH:12])[CH2:7][CH2:6]1)=[O:4].C(=O)(O)[O-].[Na+].[Br-].[Na+].Cl[O-].[Na+]. The catalyst is ClCCl.O. The product is [CH3:1][O:2][C:3]([N:5]1[CH2:6][CH2:7][CH:8]([CH:11]=[O:12])[CH2:9][CH2:10]1)=[O:4]. The yield is 0.900. (4) The reactants are [H-].[Na+].CN(C=O)C.[OH:8][C:9]1[CH:10]=[C:11]([CH:14]=[CH:15][C:16]=1[OH:17])[CH:12]=[O:13].I[CH2:19][CH3:20]. The catalyst is C(OCC)(=O)C.O. The product is [CH2:19]([O:17][C:16]1[CH:15]=[CH:14][C:11]([CH:12]=[O:13])=[CH:10][C:9]=1[OH:8])[CH3:20]. The yield is 0.200. (5) The reactants are C(N(C(C)C)CC)(C)C.FC(F)(F)C(O)=O.[CH3:17][O:18][C:19](=[O:38])[CH2:20][C:21]1[CH:30]=[C:29]([CH:31]2[CH2:36][CH2:35][NH:34][CH2:33][CH2:32]2)[C:28]2[C:23](=[CH:24][CH:25]=[C:26]([F:37])[CH:27]=2)[CH:22]=1.[N:39]1[CH:44]=[CH:43][CH:42]=[C:41]([S:45](Cl)(=[O:47])=[O:46])[CH:40]=1. The catalyst is C(Cl)Cl. The product is [CH3:17][O:18][C:19](=[O:38])[CH2:20][C:21]1[CH:30]=[C:29]([CH:31]2[CH2:36][CH2:35][N:34]([S:45]([C:41]3[CH:40]=[N:39][CH:44]=[CH:43][CH:42]=3)(=[O:47])=[O:46])[CH2:33][CH2:32]2)[C:28]2[C:23](=[CH:24][CH:25]=[C:26]([F:37])[CH:27]=2)[CH:22]=1. The yield is 0.530. (6) The reactants are Cl[CH2:2][C:3]1[O:4][C:5]2[CH:12]=[CH:11][CH:10]=[CH:9][C:6]=2[C:7]=1[CH3:8].[CH3:13][C:14]1([CH3:28])[C:18]([CH3:20])([CH3:19])[O:17][B:16]([C:21]2[CH:26]=[CH:25][C:24]([OH:27])=[CH:23][CH:22]=2)[O:15]1. No catalyst specified. The product is [CH3:8][C:7]1[C:6]2[CH:9]=[CH:10][CH:11]=[CH:12][C:5]=2[O:4][C:3]=1[CH2:2][O:27][C:24]1[CH:23]=[CH:22][C:21]([B:16]2[O:17][C:18]([CH3:20])([CH3:19])[C:14]([CH3:28])([CH3:13])[O:15]2)=[CH:26][CH:25]=1. The yield is 0.440.